Task: Predict which catalyst facilitates the given reaction.. Dataset: Catalyst prediction with 721,799 reactions and 888 catalyst types from USPTO (1) Reactant: [O:1]=[C:2]1[NH:11][CH2:10][C:9]2[C:4](=[CH:5][C:6]([C:12]3[CH2:17][CH2:16][N:15]([C:18]([O:20][C:21]([CH3:24])([CH3:23])[CH3:22])=[O:19])[CH2:14][CH:13]=3)=[CH:7][CH:8]=2)[NH:3]1. Product: [O:1]=[C:2]1[NH:11][CH2:10][C:9]2[C:4](=[CH:5][C:6]([CH:12]3[CH2:17][CH2:16][N:15]([C:18]([O:20][C:21]([CH3:24])([CH3:23])[CH3:22])=[O:19])[CH2:14][CH2:13]3)=[CH:7][CH:8]=2)[NH:3]1. The catalyst class is: 123. (2) Reactant: CC1(C)CCCC(C)(C)N1.CCCCCC.C([Li])CCC.[F:22][C:23]([F:34])([F:33])[C:24]1[N:32]=[CH:31][CH:30]=[CH:29][C:25]=1[C:26]([OH:28])=[O:27].[Cl:35]C(Cl)(Cl)C(Cl)(Cl)Cl. Product: [Cl:35][C:29]1[C:25]([C:26]([OH:28])=[O:27])=[C:24]([C:23]([F:33])([F:22])[F:34])[N:32]=[CH:31][CH:30]=1. The catalyst class is: 20. (3) Reactant: [C:1]([C:3]1[CH:4]=[C:5]([OH:9])[CH:6]=[CH:7][CH:8]=1)#[CH:2].Br[CH2:11][CH2:12][C:13]1[CH:18]=[CH:17][CH:16]=[CH:15][CH:14]=1.C([O-])([O-])=O.[Cs+].[Cs+].[Na+].[I-]. Product: [C:1]([C:3]1[CH:8]=[CH:7][CH:6]=[C:5]([O:9][CH2:11][CH2:12][C:13]2[CH:18]=[CH:17][CH:16]=[CH:15][CH:14]=2)[CH:4]=1)#[CH:2]. The catalyst class is: 95.